Dataset: Forward reaction prediction with 1.9M reactions from USPTO patents (1976-2016). Task: Predict the product of the given reaction. (1) Given the reactants [Cl:1][C:2]1[N:7]=[CH:6][C:5]([C:8]([OH:10])=[O:9])=[CH:4][N:3]=1.[CH3:11][Si](C=[N+]=[N-])(C)C, predict the reaction product. The product is: [CH3:11][O:9][C:8]([C:5]1[CH:4]=[N:3][C:2]([Cl:1])=[N:7][CH:6]=1)=[O:10]. (2) Given the reactants Br[C:2]1[CH:7]=[CH:6][N:5]=[CH:4][C:3]=1[C:8]1[CH:9]=[C:10]2[C:15](=[N:16][CH:17]=1)[N:14]([C:18]([NH2:20])=[O:19])[CH2:13][CH2:12][CH2:11]2.[F:21][C:22]1[CH:27]=[CH:26][C:25](B(O)O)=[CH:24][CH:23]=1.C([O-])([O-])=O.[Na+].[Na+].C(Cl)Cl, predict the reaction product. The product is: [F:21][C:22]1[CH:27]=[CH:26][C:25]([C:2]2[CH:7]=[CH:6][N:5]=[CH:4][C:3]=2[C:8]2[CH:9]=[C:10]3[C:15](=[N:16][CH:17]=2)[N:14]([C:18]([NH2:20])=[O:19])[CH2:13][CH2:12][CH2:11]3)=[CH:24][CH:23]=1. (3) Given the reactants [CH2:1]([O:3][C:4]([CH:6]1[CH2:11][CH2:10][CH2:9][NH:8][CH2:7]1)=[O:5])[CH3:2].C(N(CC)CC)C.[I:19][C:20]1[CH:21]=[C:22]([C:26]2[N:27]=[N:28][N:29]([CH2:31][CH2:32][CH2:33]OS(C)(=O)=O)[N:30]=2)[CH:23]=[CH:24][CH:25]=1, predict the reaction product. The product is: [CH2:1]([O:3][C:4]([CH:6]1[CH2:11][CH2:10][CH2:9][N:8]([CH2:33][CH2:32][CH2:31][N:29]2[N:28]=[N:27][C:26]([C:22]3[CH:23]=[CH:24][CH:25]=[C:20]([I:19])[CH:21]=3)=[N:30]2)[CH2:7]1)=[O:5])[CH3:2]. (4) Given the reactants Cl.[Br:2][C:3]1[CH:13]=[CH:12][C:6]([CH:7]([OH:11])[C:8]([OH:10])=[O:9])=[CH:5][CH:4]=1.[CH3:14]O, predict the reaction product. The product is: [Br:2][C:3]1[CH:13]=[CH:12][C:6]([CH:7]([OH:11])[C:8]([O:10][CH3:14])=[O:9])=[CH:5][CH:4]=1. (5) Given the reactants [F:1][C:2]1[CH:9]=[C:8]([OH:10])[C:7]([N+:11]([O-:13])=[O:12])=[CH:6][C:3]=1[CH:4]=[O:5].[CH2:14](O)[CH:15]=[CH2:16], predict the reaction product. The product is: [CH2:16]([O:10][C:8]1[C:7]([N+:11]([O-:13])=[O:12])=[CH:6][C:3]([CH:4]=[O:5])=[C:2]([F:1])[CH:9]=1)[CH:15]=[CH2:14]. (6) The product is: [ClH:1].[CH3:29][NH:30][S:31]([CH2:34][CH2:35][C:36]1[CH:37]=[CH:38][C:39]([NH:42][C:2]2[N:7]=[C:6]([N:8]([CH3:28])[C:9]3[CH:27]=[CH:26][C:12]4[N:13]([CH3:25])[C:14]([NH:16][CH2:17][CH2:18][C:19]5[CH:20]=[CH:21][CH:22]=[CH:23][CH:24]=5)=[N:15][C:11]=4[CH:10]=3)[CH:5]=[CH:4][N:3]=2)=[CH:40][CH:41]=1)(=[O:32])=[O:33]. Given the reactants [Cl:1][C:2]1[N:7]=[C:6]([N:8]([CH3:28])[C:9]2[CH:27]=[CH:26][C:12]3[N:13]([CH3:25])[C:14]([NH:16][CH2:17][CH2:18][C:19]4[CH:24]=[CH:23][CH:22]=[CH:21][CH:20]=4)=[N:15][C:11]=3[CH:10]=2)[CH:5]=[CH:4][N:3]=1.[CH3:29][NH:30][S:31]([CH2:34][CH2:35][C:36]1[CH:41]=[CH:40][C:39]([NH2:42])=[CH:38][CH:37]=1)(=[O:33])=[O:32], predict the reaction product. (7) Given the reactants [NH2:1][C:2]1[CH:3]=[N:4][CH:5]=[CH:6][C:7]=1[C:8]1[CH:13]=[CH:12][CH:11]=[CH:10][CH:9]=1.[F:14][C:15]([F:33])([F:32])[C:16]1[CH:17]=[CH:18][C:19]([NH:22][C:23]2[CH:24]=[C:25]([CH:29]=[CH:30][N:31]=2)[C:26](O)=[O:27])=[N:20][CH:21]=1.CCN(C(C)C)C(C)C.CCCP1(OP(CCC)(=O)OP(CCC)(=O)O1)=O, predict the reaction product. The product is: [C:8]1([C:7]2[CH:6]=[CH:5][N:4]=[CH:3][C:2]=2[NH:1][C:26](=[O:27])[C:25]2[CH:29]=[CH:30][N:31]=[C:23]([NH:22][C:19]3[CH:18]=[CH:17][C:16]([C:15]([F:33])([F:32])[F:14])=[CH:21][N:20]=3)[CH:24]=2)[CH:13]=[CH:12][CH:11]=[CH:10][CH:9]=1.